From a dataset of Full USPTO retrosynthesis dataset with 1.9M reactions from patents (1976-2016). Predict the reactants needed to synthesize the given product. Given the product [CH2:1]([O:8][C:9]1[CH:14]=[CH:13][C:12]([C:15]2[O:16][C:17]3[CH:22]=[C:21]([O:23][CH2:24][C@@H:25]([NH:27][C:28](=[O:34])[CH3:37])[CH3:26])[N:20]=[CH:19][C:18]=3[N:35]=2)=[CH:11][CH:10]=1)[C:2]1[CH:3]=[CH:4][CH:5]=[CH:6][CH:7]=1, predict the reactants needed to synthesize it. The reactants are: [CH2:1]([O:8][C:9]1[CH:14]=[CH:13][C:12]([C:15]2[O:16][C:17]3[CH:22]=[C:21]([O:23][CH2:24][C@@H:25]([NH:27][C:28](=[O:34])OC(C)(C)C)[CH3:26])[N:20]=[CH:19][C:18]=3[N:35]=2)=[CH:11][CH:10]=1)[C:2]1[CH:7]=[CH:6][CH:5]=[CH:4][CH:3]=1.Cl.[C:37](OCC)(=O)C.